From a dataset of Catalyst prediction with 721,799 reactions and 888 catalyst types from USPTO. Predict which catalyst facilitates the given reaction. (1) Reactant: [NH2:1][CH2:2][C:3]1[CH:4]=[C:5]2[C:11]([C:12]3[CH:13]=[C:14]([NH:18][CH:19]([CH:28]([CH3:30])[CH3:29])[C:20]([NH:22][CH2:23][C:24]([F:27])([F:26])[F:25])=[O:21])[CH:15]=[N:16][CH:17]=3)=[CH:10][N:9](COCC[Si](C)(C)C)[C:6]2=[N:7][CH:8]=1.C(O)(C(F)(F)F)=O.[OH-].[Na+].C(N)CN. Product: [NH2:1][CH2:2][C:3]1[CH:4]=[C:5]2[C:11]([C:12]3[CH:13]=[C:14]([NH:18][CH:19]([CH:28]([CH3:30])[CH3:29])[C:20]([NH:22][CH2:23][C:24]([F:25])([F:26])[F:27])=[O:21])[CH:15]=[N:16][CH:17]=3)=[CH:10][NH:9][C:6]2=[N:7][CH:8]=1. The catalyst class is: 4. (2) Reactant: [Cl:1][C:2]1[CH:7]=[C:6]([C:8]([F:11])([F:10])[F:9])[CH:5]=[CH:4][C:3]=1[C:12]1[C:20]2[C:15](=[CH:16][C:17]([S:21]([N:24](CC3C=CC(OC)=CC=3OC)[C:25]3[S:29][N:28]=[CH:27][N:26]=3)(=[O:23])=[O:22])=[CH:18][CH:19]=2)[N:14]([CH3:41])[CH:13]=1.C(O)(C(F)(F)F)=O. Product: [Cl:1][C:2]1[CH:7]=[C:6]([C:8]([F:10])([F:9])[F:11])[CH:5]=[CH:4][C:3]=1[C:12]1[C:20]2[C:15](=[CH:16][C:17]([S:21]([NH:24][C:25]3[S:29][N:28]=[CH:27][N:26]=3)(=[O:23])=[O:22])=[CH:18][CH:19]=2)[N:14]([CH3:41])[CH:13]=1. The catalyst class is: 2.